From a dataset of Reaction yield outcomes from USPTO patents with 853,638 reactions. Predict the reaction yield, written as a fraction of the theoretical maximum amount of product (1.0 means a 100% yield; for example, 0.34 means a 34% yield). (1) The reactants are Cl[C:2]1[N:3]=[N:4][C:5](Cl)=[CH:6][CH:7]=1.[Na+].[F:10][C:11]([F:22])([F:21])[C:12]1[CH:13]=[C:14]([S:18]([O-:20])=[O:19])[CH:15]=[CH:16][CH:17]=1.C([OH:26])(C)C. The catalyst is O. The product is [F:22][C:11]([F:10])([F:21])[C:12]1[CH:13]=[C:14]([S:18]([C:2]2[CH:7]=[CH:6][C:5](=[O:26])[NH:4][N:3]=2)(=[O:20])=[O:19])[CH:15]=[CH:16][CH:17]=1. The yield is 0.250. (2) The reactants are [Cl:1][C:2]1[C:10]([C:11]#[N:12])=[CH:9][CH:8]=[C:7]2[C:3]=1[CH:4]=[C:5]([C:18]([O:20]CC)=[O:19])[N:6]2[CH2:13][C:14]([F:17])([F:16])[F:15].[OH-].[Na+]. The catalyst is C1COCC1.CO. The product is [Cl:1][C:2]1[C:10]([C:11]#[N:12])=[CH:9][CH:8]=[C:7]2[C:3]=1[CH:4]=[C:5]([C:18]([OH:20])=[O:19])[N:6]2[CH2:13][C:14]([F:17])([F:16])[F:15]. The yield is 0.940. (3) The reactants are [F:1][C:2]1[CH:7]=[CH:6][CH:5]=[C:4]([F:8])[C:3]=1[O:9][C:10]1[CH:15]=[CH:14][C:13](I)=[CH:12][CH:11]=1.[CH3:17][C:18]1([CH3:34])[C:22]([CH3:24])([CH3:23])[O:21][B:20]([B:20]2[O:21][C:22]([CH3:24])([CH3:23])[C:18]([CH3:34])([CH3:17])[O:19]2)[O:19]1.C([O-])(=O)C.[K+]. The catalyst is CN(C)C=O.CC([O-])=O.CC([O-])=O.[Pd+2]. The product is [F:1][C:2]1[CH:7]=[CH:6][CH:5]=[C:4]([F:8])[C:3]=1[O:9][C:10]1[CH:15]=[CH:14][C:13]([B:20]2[O:21][C:22]([CH3:24])([CH3:23])[C:18]([CH3:34])([CH3:17])[O:19]2)=[CH:12][CH:11]=1. The yield is 0.750. (4) The reactants are [NH2:1][C:2]1[N:7]=[C:6]([OH:8])[CH:5]=[C:4]([NH2:9])[N:3]=1.C(O)(=O)C.[N:14]([O-])=[O:15].[Na+]. The catalyst is O. The product is [NH2:1][C:2]1[N:7]=[C:6]([OH:8])[C:5]([N:14]=[O:15])=[C:4]([NH2:9])[N:3]=1. The yield is 0.970.